Predict the product of the given reaction. From a dataset of Forward reaction prediction with 1.9M reactions from USPTO patents (1976-2016). (1) The product is: [O:8]=[CH:6][C@@H:5]([C@H:4]([C@@H:3]([C@@H:2]([CH2:1][OH:23])[OH:7])[OH:22])[OH:21])[OH:20]. Given the reactants [CH2:1]([OH:23])[C@H:2]1[O:7][C@H:6]([O:8][C@]2(CO)O[C@H](CO)[C@@H](O)[C@@H]2O)[C@H:5]([OH:20])[C@@H:4]([OH:21])[C@@H:3]1[OH:22].OCC([C@H]([C@@H]([C@@H](CO)O)O)O)=O, predict the reaction product. (2) Given the reactants [NH2:1][CH2:2][C:3]1([OH:6])[CH2:5][CH2:4]1.[CH3:7][C:8]([CH3:13])([CH3:12])[CH2:9][CH:10]=O.[S-:14][C:15]#[N:16].[K+].II, predict the reaction product. The product is: [C:8]([C:9]1[S:14][C:15](=[NH:16])[N:1]([CH2:2][C:3]2([OH:6])[CH2:5][CH2:4]2)[CH:10]=1)([CH3:13])([CH3:12])[CH3:7]. (3) Given the reactants Cl.Cl.Cl.[O:4]1[C:8]2=[C:9]([N:13]3[CH2:18][CH2:17][N:16]([CH2:19][CH2:20][C@H:21]4[CH2:26][CH2:25][C@H:24]([NH2:27])[CH2:23][CH2:22]4)[CH2:15][CH2:14]3)[N:10]=[CH:11][CH:12]=[C:7]2[CH2:6][CH2:5]1.[F:28][C:29]1[CH:34]=[CH:33][C:32]([S:35](Cl)(=[O:37])=[O:36])=[CH:31][CH:30]=1, predict the reaction product. The product is: [O:4]1[C:8]2=[C:9]([N:13]3[CH2:18][CH2:17][N:16]([CH2:19][CH2:20][C@H:21]4[CH2:26][CH2:25][C@H:24]([NH:27][S:35]([C:32]5[CH:33]=[CH:34][C:29]([F:28])=[CH:30][CH:31]=5)(=[O:37])=[O:36])[CH2:23][CH2:22]4)[CH2:15][CH2:14]3)[N:10]=[CH:11][CH:12]=[C:7]2[CH2:6][CH2:5]1. (4) Given the reactants [CH2:1]([N:3]([C:31](=O)[C:32]1[CH:37]=[CH:36][C:35]([OH:38])=[CH:34][CH:33]=1)[C:4]1[CH:9]=[C:8]([O:10][CH3:11])[C:7]([O:12][CH3:13])=[CH:6][C:5]=1[CH:14]1[CH2:23][CH2:22][C:21]2[CH:20]=[C:19]([O:24]C(=O)C(C)(C)C)[CH:18]=[CH:17][C:16]=2[CH2:15]1)[CH3:2].Cl[CH2:41][C:42]([N:44]([CH2:46][CH2:47][O:48][CH3:49])[CH3:45])=O, predict the reaction product. The product is: [CH2:1]([N:3]([CH2:31][C:32]1[CH:33]=[CH:34][C:35]([O:38][CH2:41][CH2:42][N:44]([CH2:46][CH2:47][O:48][CH3:49])[CH3:45])=[CH:36][CH:37]=1)[C:4]1[CH:9]=[C:8]([O:10][CH3:11])[C:7]([O:12][CH3:13])=[CH:6][C:5]=1[CH:14]1[CH2:23][CH2:22][C:21]2[CH:20]=[C:19]([OH:24])[CH:18]=[CH:17][C:16]=2[CH2:15]1)[CH3:2]. (5) The product is: [Cl:1][C:2]1[CH:3]=[CH:4][C:5]([O:38][CH:39]([F:40])[F:41])=[C:6]([C:8]2[C:12]([NH:13][C:14]([C:16]3[CH:17]=[N:18][N:19]4[CH:24]=[CH:23][CH:22]=[N:21][C:20]=34)=[O:15])=[CH:11][N:10]([CH2:25][C:26](=[O:27])[N:28]3[CH2:29][CH2:30][C:31](=[O:32])[CH2:36][CH2:37]3)[N:9]=2)[CH:7]=1. Given the reactants [Cl:1][C:2]1[CH:3]=[CH:4][C:5]([O:38][CH:39]([F:41])[F:40])=[C:6]([C:8]2[C:12]([NH:13][C:14]([C:16]3[CH:17]=[N:18][N:19]4[CH:24]=[CH:23][CH:22]=[N:21][C:20]=34)=[O:15])=[CH:11][N:10]([CH2:25][C:26]([N:28]3[CH2:37][CH2:36][C:31]4(OCC[O:32]4)[CH2:30][CH2:29]3)=[O:27])[N:9]=2)[CH:7]=1.C1(C)C=CC(S(O)(=O)=O)=CC=1, predict the reaction product. (6) The product is: [CH3:21][O:22][CH2:23][O:1][C:2]1[CH:3]=[C:4]([CH:8]=[CH:9][C:10]=1[CH3:11])[C:5]([OH:7])=[O:6]. Given the reactants [OH:1][C:2]1[CH:3]=[C:4]([CH:8]=[CH:9][C:10]=1[CH3:11])[C:5]([OH:7])=[O:6].C(N(C(C)C)CC)(C)C.[CH3:21][O:22][CH2:23]Cl, predict the reaction product.